Dataset: Full USPTO retrosynthesis dataset with 1.9M reactions from patents (1976-2016). Task: Predict the reactants needed to synthesize the given product. (1) Given the product [Br:1][C:2]1[CH:3]=[C:4]2[C:9](=[CH:10][CH:11]=1)[N:8]([C:12](=[O:17])[C:13]([F:14])([F:16])[F:15])[C@@H:7]([CH3:18])[CH2:6][N:5]2[C:33]([C:29]1[O:28][CH:32]=[CH:31][CH:30]=1)=[O:34], predict the reactants needed to synthesize it. The reactants are: [Br:1][C:2]1[CH:3]=[C:4]2[C:9](=[CH:10][CH:11]=1)[N:8]([C:12](=[O:17])[C:13]([F:16])([F:15])[F:14])[C@@H:7]([CH3:18])[CH2:6][NH:5]2.C(N(CC)C(C)C)(C)C.[O:28]1[CH:32]=[CH:31][CH:30]=[C:29]1[C:33](Cl)=[O:34]. (2) Given the product [F:1][C:2]1[C:13]([C:14]([F:17])([F:16])[F:15])=[C:12]([F:18])[CH:11]=[CH:10][C:3]=1[C:4](=[O:5])[CH3:19], predict the reactants needed to synthesize it. The reactants are: [F:1][C:2]1[C:13]([C:14]([F:17])([F:16])[F:15])=[C:12]([F:18])[CH:11]=[CH:10][C:3]=1[C:4](N(OC)C)=[O:5].[CH3:19][Mg]Br. (3) Given the product [CH3:1][O:2][C:3]([C:5]1[S:6][C:7]2[C:8](=[O:20])[CH2:9][O:10][C:11]3[CH:18]=[CH:17][C:16]([C:25]#[C:24][C:22]([OH:26])([CH3:23])[CH3:21])=[CH:15][C:12]=3[C:13]=2[N:14]=1)=[O:4], predict the reactants needed to synthesize it. The reactants are: [CH3:1][O:2][C:3]([C:5]1[S:6][C:7]2[C:8](=[O:20])[CH2:9][O:10][C:11]3[CH:18]=[CH:17][C:16](Br)=[CH:15][C:12]=3[C:13]=2[N:14]=1)=[O:4].[CH3:21][C:22]([OH:26])([C:24]#[CH:25])[CH3:23].C1C=CC(P(C2C=CC=CC=2)C2C=CC=CC=2)=CC=1. (4) Given the product [Br:4][C:5]1[CH:13]=[CH:12][C:26]([NH:27][CH:29]=[O:30])=[C:7]([C:8](=[O:1])[CH2:14][C:15]2[CH:20]=[CH:19][C:18]([C:21]([C:22]#[N:23])([CH3:25])[CH3:24])=[CH:17][CH:16]=2)[CH:6]=1, predict the reactants needed to synthesize it. The reactants are: [O:1]=[O+][O-].[Br:4][C:5]1[CH:6]=[C:7]2C(=[CH:12][CH:13]=1)NC=[C:8]2[CH2:14][C:15]1[CH:20]=[CH:19][C:18]([C:21]([CH3:25])([CH3:24])[C:22]#[N:23])=[CH:17][CH:16]=1.[CH3:26][N:27]([CH:29]=[O:30])C. (5) The reactants are: [Br:1][C:2]1[CH:20]=[CH:19][C:5]2[NH:6][C:7]([CH2:9][N:10]([CH3:18])[C:11](=[O:17])[O:12][C:13]([CH3:16])([CH3:15])[CH3:14])=[N:8][C:4]=2[CH:3]=1.CN(C=O)C.C([O-])([O-])=O.[K+].[K+].Cl[CH2:33][O:34][CH3:35]. Given the product [Br:1][C:2]1[CH:20]=[CH:19][C:5]2[N:6]([CH2:33][O:34][CH3:35])[C:7]([CH2:9][N:10]([CH3:18])[C:11](=[O:17])[O:12][C:13]([CH3:14])([CH3:15])[CH3:16])=[N:8][C:4]=2[CH:3]=1, predict the reactants needed to synthesize it. (6) Given the product [CH2:1]([N:8]1[CH2:14][CH2:15][O:16][CH:10]([CH2:11][CH3:12])[CH2:9]1)[C:2]1[CH:3]=[CH:4][CH:5]=[CH:6][CH:7]=1, predict the reactants needed to synthesize it. The reactants are: [CH2:1]([N:8]([CH2:14][CH2:15][OH:16])[CH2:9][CH:10](O)[CH2:11][CH3:12])[C:2]1[CH:7]=[CH:6][CH:5]=[CH:4][CH:3]=1.OS(O)(=O)=O.[OH-].[Na+]. (7) Given the product [CH3:1][O:2][C:3](=[O:33])[C@@H:4]([NH:13][C:14]([C:16]1[CH:17]=[C:18]([C:23]2[CH:28]=[CH:27][C:26]([C:29]([F:32])([F:31])[F:30])=[CH:25][CH:24]=2)[CH:19]=[CH:20][C:21]=1[OH:22])=[O:15])[CH2:5][C:6]1[CH:11]=[CH:10][C:9]([C:40]2[CH:39]=[CH:38][CH:37]=[C:36]([C:35]([F:46])([F:45])[F:34])[CH:41]=2)=[CH:8][CH:7]=1, predict the reactants needed to synthesize it. The reactants are: [CH3:1][O:2][C:3](=[O:33])[C@@H:4]([NH:13][C:14]([C:16]1[CH:17]=[C:18]([C:23]2[CH:28]=[CH:27][C:26]([C:29]([F:32])([F:31])[F:30])=[CH:25][CH:24]=2)[CH:19]=[CH:20][C:21]=1[OH:22])=[O:15])[CH2:5][C:6]1[CH:11]=[CH:10][C:9](Br)=[CH:8][CH:7]=1.[F:34][C:35]([F:46])([F:45])[C:36]1[CH:37]=[C:38](B(O)O)[CH:39]=[CH:40][CH:41]=1.